Dataset: Forward reaction prediction with 1.9M reactions from USPTO patents (1976-2016). Task: Predict the product of the given reaction. (1) Given the reactants [CH3:1][NH:2][CH2:3][CH2:4][OH:5].CS(C)=O.F[C:11]1[CH:18]=[CH:17][C:14]([C:15]#[N:16])=[CH:13][CH:12]=1.C(=O)([O-])[O-].[Na+].[Na+], predict the reaction product. The product is: [OH:5][CH2:4][CH2:3][N:2]([C:11]1[CH:18]=[CH:17][C:14]([C:15]#[N:16])=[CH:13][CH:12]=1)[CH3:1]. (2) Given the reactants NC1CC(C)(C)C2C=CC([N+]([O-])=O)=CC=2NC1=O.C(OC(=O)C)(=O)C.[CH3:26][C:27]1([CH3:49])[C:33]2[CH:34]=[CH:35][C:36]([N+:38]([O-:40])=[O:39])=[CH:37][C:32]=2[NH:31][C:30](=[O:41])[CH:29]([NH:42][C:43](=[O:48])[C:44](F)(F)F)[CH2:28]1, predict the reaction product. The product is: [CH3:26][C:27]1([CH3:49])[C:33]2[CH:34]=[CH:35][C:36]([N+:38]([O-:40])=[O:39])=[CH:37][C:32]=2[NH:31][C:30](=[O:41])[CH:29]([NH:42][C:43](=[O:48])[CH3:44])[CH2:28]1. (3) Given the reactants [C:1]1([CH3:20])[CH:6]=[CH:5][C:4]([S:7][C:8]2[CH:13]=[CH:12][CH:11]=[C:10]([C:14]([OH:16])=[O:15])[C:9]=2[C:17]([OH:19])=O)=[CH:3][CH:2]=1.ClS(O)(=O)=O, predict the reaction product. The product is: [CH3:20][C:1]1[CH:2]=[C:3]2[C:4]([S:7][C:8]3[CH:13]=[CH:12][CH:11]=[C:10]([C:14]([OH:16])=[O:15])[C:9]=3[C:17]2=[O:19])=[CH:5][CH:6]=1. (4) Given the reactants [F:1][C:2]1[CH:7]=[CH:6][C:5]([C@H:8]2[C@H:17]3[CH2:18][CH2:19][N:20](C(OCC4C=CC=CC=4)=O)[C@H:16]3[C:15]3[CH:14]=[CH:13][CH:12]=[CH:11][C:10]=3[NH:9]2)=[CH:4][CH:3]=1, predict the reaction product. The product is: [F:1][C:2]1[CH:7]=[CH:6][C:5]([C@H:8]2[C@H:17]3[CH2:18][CH2:19][NH:20][C@H:16]3[C:15]3[CH:14]=[CH:13][CH:12]=[CH:11][C:10]=3[NH:9]2)=[CH:4][CH:3]=1. (5) Given the reactants [F:1][C:2]([F:11])([F:10])[C:3]1[CH:4]=[C:5]([CH:7]=[CH:8][CH:9]=1)[NH2:6].[N+:12]([C:15]1[CH:23]=[CH:22][C:18]([C:19](Cl)=[O:20])=[CH:17][CH:16]=1)([O-:14])=[O:13], predict the reaction product. The product is: [N+:12]([C:15]1[CH:16]=[CH:17][C:18]([C:19]([NH:6][C:5]2[CH:7]=[CH:8][CH:9]=[C:3]([C:2]([F:10])([F:11])[F:1])[CH:4]=2)=[O:20])=[CH:22][CH:23]=1)([O-:14])=[O:13]. (6) Given the reactants [N:1]1[CH:6]=[CH:5][C:4]([CH:7]=[O:8])=[CH:3][CH:2]=1.[NH2:9][C:10]1[CH:15]=[CH:14][CH:13]=[CH:12][C:11]=1O, predict the reaction product. The product is: [N:1]1[CH:6]=[CH:5][C:4]([C:7]2[O:8][C:11]3[CH:12]=[CH:13][CH:14]=[CH:15][C:10]=3[N:9]=2)=[CH:3][CH:2]=1. (7) Given the reactants [CH:1]1([N:6]2[C:10]3[N:11]=[C:12]([NH:15][C:16]4[N:21]=[CH:20][C:19]([C:22]5[CH2:23][CH2:24][NH:25][CH2:26][CH:27]=5)=[CH:18][CH:17]=4)[N:13]=[CH:14][C:9]=3[C:8]3[CH:28]=[CH:29][N:30]=[CH:31][C:7]2=3)[CH2:5][CH2:4][CH2:3][CH2:2]1, predict the reaction product. The product is: [CH:1]1([N:6]2[C:10]3[N:11]=[C:12]([NH:15][C:16]4[CH:17]=[CH:18][C:19]([CH:22]5[CH2:27][CH2:26][NH:25][CH2:24][CH2:23]5)=[CH:20][N:21]=4)[N:13]=[CH:14][C:9]=3[C:8]3[CH:28]=[CH:29][N:30]=[CH:31][C:7]2=3)[CH2:2][CH2:3][CH2:4][CH2:5]1. (8) Given the reactants Cl.[NH2:2][OH:3].C([O-])(O)=O.[Na+].C(O)C.[NH:12]1[CH:16]=[C:15]([C:17]2[CH:24]=[CH:23][CH:22]=[CH:21][C:18]=2[C:19]#[N:20])[N:14]=[CH:13]1, predict the reaction product. The product is: [OH:3][NH:2][C:19](=[NH:20])[C:18]1[CH:21]=[CH:22][CH:23]=[CH:24][C:17]=1[C:15]1[N:14]=[CH:13][NH:12][CH:16]=1.